Dataset: Catalyst prediction with 721,799 reactions and 888 catalyst types from USPTO. Task: Predict which catalyst facilitates the given reaction. (1) Reactant: [CH3:1][CH:2]([N:4]1[N:8]=[C:7]([C:9]([O:11]CC)=[O:10])[CH:6]=[N:5]1)[CH3:3].[OH-].[Na+]. Product: [CH3:3][CH:2]([N:4]1[N:8]=[C:7]([C:9]([OH:11])=[O:10])[CH:6]=[N:5]1)[CH3:1]. The catalyst class is: 5. (2) Reactant: FC(F)(F)C(O)=O.C(OC(=O)[NH:14][CH2:15][C:16]1[CH:21]=[CH:20][C:19]([Cl:22])=[CH:18][C:17]=1[CH2:23][NH:24][C:25]([C@@H:27]1[CH2:31][CH2:30][CH2:29][N:28]1[C:32]([C:34]1([OH:44])[CH2:43][CH2:42][CH2:41][C:40]2[N:39]=[CH:38][CH:37]=[CH:36][C:35]1=2)=[O:33])=[O:26])(C)(C)C. Product: [NH2:14][CH2:15][C:16]1[CH:21]=[CH:20][C:19]([Cl:22])=[CH:18][C:17]=1[CH2:23][NH:24][C:25]([C@@H:27]1[CH2:31][CH2:30][CH2:29][N:28]1[C:32]([C:34]1([OH:44])[CH2:43][CH2:42][CH2:41][C:40]2[N:39]=[CH:38][CH:37]=[CH:36][C:35]1=2)=[O:33])=[O:26]. The catalyst class is: 2. (3) Product: [CH2:29]([N:14]([CH2:13][C@@H:11]1[C@@H:10]([CH2:22][C:23]2[CH:28]=[CH:27][CH:26]=[CH:25][CH:24]=2)[CH2:9][NH:8][CH2:12]1)[C:15]1[CH:20]=[CH:19][C:18]([Cl:21])=[CH:17][CH:16]=1)[C:30]1[CH:35]=[CH:34][CH:33]=[CH:32][CH:31]=1. The catalyst class is: 6. Reactant: C(OC([N:8]1[CH2:12][C@H:11]([CH2:13][NH:14][C:15]2[CH:20]=[CH:19][C:18]([Cl:21])=[CH:17][CH:16]=2)[C@@H:10]([CH2:22][C:23]2[CH:28]=[CH:27][CH:26]=[CH:25][CH:24]=2)[CH2:9]1)=O)(C)(C)C.[CH2:29](Br)[C:30]1[CH:35]=[CH:34][CH:33]=[CH:32][CH:31]=1.CC#N. (4) Reactant: [Br:1][C:2]1[C:6]2[N:7]=[C:8]([Cl:12])[N:9]=[C:10](Cl)[C:5]=2[S:4][CH:3]=1.[NH:13]1[CH2:18][CH2:17][O:16][CH2:15][CH2:14]1. Product: [Br:1][C:2]1[C:6]2[N:7]=[C:8]([Cl:12])[N:9]=[C:10]([N:13]3[CH2:18][CH2:17][O:16][CH2:15][CH2:14]3)[C:5]=2[S:4][CH:3]=1. The catalyst class is: 5. (5) Reactant: [Cl:1][C:2]1[CH:7]=[CH:6][C:5](I)=[CH:4][C:3]=1[C:9]1[O:13][N:12]=[C:11]([CH2:14][N:15]2[C:23]3[C:18](=[C:19]([C:26]([F:29])([F:28])[F:27])[C:20]([C:24]#[N:25])=[CH:21][CH:22]=3)[CH:17]=[C:16]2[CH2:30][CH2:31][CH3:32])[N:10]=1.[CH3:33][OH:34].CN([CH:38]=[O:39])C. Product: [Cl:1][C:2]1[CH:7]=[CH:6][C:5]([C:33]([O:39][CH3:38])=[O:34])=[CH:4][C:3]=1[C:9]1[O:13][N:12]=[C:11]([CH2:14][N:15]2[C:23]3[C:18](=[C:19]([C:26]([F:28])([F:29])[F:27])[C:20]([C:24]#[N:25])=[CH:21][CH:22]=3)[CH:17]=[C:16]2[CH2:30][CH2:31][CH3:32])[N:10]=1. The catalyst class is: 318. (6) Reactant: [CH:1]([C:3]1[CH:12]=[C:11]2[C:6]([CH:7]=[C:8]([NH:13][C:14](=[O:23])[O:15][CH2:16][C:17]3[CH:22]=[CH:21][CH:20]=[CH:19][CH:18]=3)[CH:9]=[N:10]2)=[N:5][CH:4]=1)=[O:2].CO.[BH4-].[Na+].Cl. Product: [OH:2][CH2:1][C:3]1[CH:12]=[C:11]2[C:6]([CH:7]=[C:8]([NH:13][C:14](=[O:23])[O:15][CH2:16][C:17]3[CH:22]=[CH:21][CH:20]=[CH:19][CH:18]=3)[CH:9]=[N:10]2)=[N:5][CH:4]=1. The catalyst class is: 6. (7) Reactant: C([Li])CCC.[CH2:6]([N:13]1[CH2:18][CH2:17][CH:16]([N:19]([CH2:27][C:28]2[N:29]=[CH:30][N:31]([C:33]([C:46]3[CH:51]=[CH:50][CH:49]=[CH:48][CH:47]=3)([C:40]3[CH:45]=[CH:44][CH:43]=[CH:42][CH:41]=3)[C:34]3[CH:39]=[CH:38][CH:37]=[CH:36][CH:35]=3)[CH:32]=2)[C:20](=[O:26])[O:21][C:22]([CH3:25])([CH3:24])[CH3:23])[CH2:15][CH2:14]1)[C:7]1[CH:12]=[CH:11][CH:10]=[CH:9][CH:8]=1.CN([CH:55]=[O:56])C.O. Product: [CH2:6]([N:13]1[CH2:18][CH2:17][CH:16]([N:19]([CH2:27][C:28]2[N:29]=[C:30]([CH:55]=[O:56])[N:31]([C:33]([C:40]3[CH:41]=[CH:42][CH:43]=[CH:44][CH:45]=3)([C:34]3[CH:35]=[CH:36][CH:37]=[CH:38][CH:39]=3)[C:46]3[CH:47]=[CH:48][CH:49]=[CH:50][CH:51]=3)[CH:32]=2)[C:20](=[O:26])[O:21][C:22]([CH3:25])([CH3:24])[CH3:23])[CH2:15][CH2:14]1)[C:7]1[CH:12]=[CH:11][CH:10]=[CH:9][CH:8]=1. The catalyst class is: 323. (8) Reactant: [H-].[Al+3].[Li+].[H-].[H-].[H-].[F:7][C:8]1[CH:23]=[CH:22][C:11]([CH2:12][N:13]2[CH:18]3[CH2:19][CH2:20][CH:14]2[CH2:15][C:16](=[O:21])[CH2:17]3)=[CH:10][CH:9]=1. Product: [F:7][C:8]1[CH:9]=[CH:10][C:11]([CH2:12][N:13]2[CH:18]3[CH2:19][CH2:20][CH:14]2[CH2:15][CH:16]([OH:21])[CH2:17]3)=[CH:22][CH:23]=1. The catalyst class is: 7. (9) Reactant: Br[C:2]1[CH:3]=[N:4][CH:5]=[CH:6][C:7]=1[N:8]1[CH2:13][CH2:12][CH:11]([C:14]([NH2:16])=[O:15])[CH2:10][CH2:9]1.[C:17]1(B(O)O)[CH:22]=[CH:21][CH:20]=[CH:19][CH:18]=1.P([O-])([O-])([O-])=O.[K+].[K+].[K+].C(=O)([O-])O.[Na+]. Product: [C:17]1([C:2]2[CH:3]=[N:4][CH:5]=[CH:6][C:7]=2[N:8]2[CH2:13][CH2:12][CH:11]([C:14]([NH2:16])=[O:15])[CH2:10][CH2:9]2)[CH:22]=[CH:21][CH:20]=[CH:19][CH:18]=1. The catalyst class is: 11.